The task is: Predict which catalyst facilitates the given reaction.. This data is from Catalyst prediction with 721,799 reactions and 888 catalyst types from USPTO. The catalyst class is: 177. Product: [NH2:1][C:2]1[N:6]([C:7]2[CH:12]=[C:11]([N+:13]([O-:15])=[O:14])[CH:10]=[CH:9][C:8]=2[CH:16]=[O:17])[N:5]=[C:4]([C:18]2[CH:23]=[CH:22][C:21]([O:24][C:25]3[CH:30]=[CH:29][CH:28]=[CH:27][CH:26]=3)=[CH:20][CH:19]=2)[C:3]=1[C:31]([NH2:33])=[O:32]. Reactant: [NH2:1][C:2]1[N:6]([C:7]2[CH:12]=[C:11]([N+:13]([O-:15])=[O:14])[CH:10]=[CH:9][C:8]=2[CH2:16][OH:17])[N:5]=[C:4]([C:18]2[CH:23]=[CH:22][C:21]([O:24][C:25]3[CH:30]=[CH:29][CH:28]=[CH:27][CH:26]=3)=[CH:20][CH:19]=2)[C:3]=1[C:31]([NH2:33])=[O:32].